Dataset: Reaction yield outcomes from USPTO patents with 853,638 reactions. Task: Predict the reaction yield, written as a fraction of the theoretical maximum amount of product (1.0 means a 100% yield; for example, 0.34 means a 34% yield). The reactants are CCN(C(C)C)C(C)C.[CH2:10]([Li])[CH2:11][CH2:12][CH3:13].[Si]([N:22]1[CH2:26][CH2:25][CH2:24][C:23]1=[O:27])(C(C)(C)C)(C)C.BrCCC=C. The catalyst is C1COCC1. The product is [CH2:10]([CH:24]1[CH2:25][CH2:26][NH:22][C:23]1=[O:27])[CH2:11][CH:12]=[CH2:13]. The yield is 0.620.